Dataset: Peptide-MHC class I binding affinity with 185,985 pairs from IEDB/IMGT. Task: Regression. Given a peptide amino acid sequence and an MHC pseudo amino acid sequence, predict their binding affinity value. This is MHC class I binding data. (1) The binding affinity (normalized) is 0.381. The MHC is Patr-A0901 with pseudo-sequence Patr-A0901. The peptide sequence is AWYLKGRWV. (2) The peptide sequence is DEIKCPNLN. The MHC is HLA-A29:02 with pseudo-sequence HLA-A29:02. The binding affinity (normalized) is 0.126. (3) The peptide sequence is RPMTYKAAL. The binding affinity (normalized) is 0. The MHC is HLA-A68:02 with pseudo-sequence HLA-A68:02. (4) The binding affinity (normalized) is 0.0184. The peptide sequence is GSTLGLDI. The MHC is Mamu-A01 with pseudo-sequence Mamu-A01. (5) The peptide sequence is TTTAQGTSMY. The binding affinity (normalized) is 0. The MHC is HLA-A02:03 with pseudo-sequence HLA-A02:03.